Dataset: Merck oncology drug combination screen with 23,052 pairs across 39 cell lines. Task: Regression. Given two drug SMILES strings and cell line genomic features, predict the synergy score measuring deviation from expected non-interaction effect. Drug 2: O=C(CCCCCCC(=O)Nc1ccccc1)NO. Synergy scores: synergy=18.8. Drug 1: COc1cc(C2c3cc4c(cc3C(OC3OC5COC(C)OC5C(O)C3O)C3COC(=O)C23)OCO4)cc(OC)c1O. Cell line: NCIH2122.